This data is from Reaction yield outcomes from USPTO patents with 853,638 reactions. The task is: Predict the reaction yield, written as a fraction of the theoretical maximum amount of product (1.0 means a 100% yield; for example, 0.34 means a 34% yield). (1) The reactants are [Cl:1][S:2]([OH:5])(=O)=[O:3].[NH:6]1[C:14]2[C:9](=[CH:10][CH:11]=[CH:12][CH:13]=2)[CH2:8][C:7]1=[O:15]. The catalyst is O. The product is [Cl:1][S:2]([C:11]1[CH:10]=[C:9]2[C:14](=[CH:13][CH:12]=1)[NH:6][C:7](=[O:15])[CH2:8]2)(=[O:5])=[O:3]. The yield is 0.500. (2) The reactants are CS(C)=O.C(Cl)(=O)C(Cl)=O.[OH:11][CH:12]1[C:16]2[N:17]=[CH:18][N:19]=[C:20]([N:21]3[CH2:26][CH2:25][N:24]([C:27]([O:29][C:30]([CH3:33])([CH3:32])[CH3:31])=[O:28])[CH2:23][CH2:22]3)[C:15]=2[C@H:14]([CH3:34])[CH2:13]1.C(N(CC)CC)C. The catalyst is C(Cl)Cl.CCOC(C)=O.O. The product is [CH3:34][C@H:14]1[C:15]2[C:20]([N:21]3[CH2:26][CH2:25][N:24]([C:27]([O:29][C:30]([CH3:33])([CH3:32])[CH3:31])=[O:28])[CH2:23][CH2:22]3)=[N:19][CH:18]=[N:17][C:16]=2[C:12](=[O:11])[CH2:13]1. The yield is 0.823. (3) The reactants are C(N(CC)CC)C.[C:8](Cl)(=[O:10])[CH3:9].[CH2:12]([N:19]1[CH2:24][CH2:23][C:22]([CH2:37][NH2:38])([N:25]2[CH2:30][CH2:29][N:28]([C:31]3[CH:36]=[CH:35][N:34]=[CH:33][CH:32]=3)[CH2:27][CH2:26]2)[CH2:21][CH2:20]1)[C:13]1[CH:18]=[CH:17][CH:16]=[CH:15][CH:14]=1.O. The catalyst is ClCCl.[Cl-].[Na+].O. The product is [CH2:12]([N:19]1[CH2:24][CH2:23][C:22]([CH2:37][NH:38][C:8](=[O:10])[CH3:9])([N:25]2[CH2:26][CH2:27][N:28]([C:31]3[CH:36]=[CH:35][N:34]=[CH:33][CH:32]=3)[CH2:29][CH2:30]2)[CH2:21][CH2:20]1)[C:13]1[CH:18]=[CH:17][CH:16]=[CH:15][CH:14]=1. The yield is 0.520. (4) The reactants are P([O-])([O-])([O-])=O.[K+].[K+].[K+].C1(P(C2C=CC=CC=2)C2C=CC=CC=2)C=CC=CC=1.[Cl:28][C:29]1[CH:34]=[CH:33][C:32]([Cl:35])=[CH:31][C:30]=1I.[F:37][C:38]1[CH:39]=[CH:40][C:41]([OH:47])=[C:42](B(O)O)[CH:43]=1. The catalyst is C([O-])(=O)C.[Pd+2].C([O-])(=O)C. The product is [Cl:28][C:29]1[CH:34]=[CH:33][C:32]([Cl:35])=[CH:31][C:30]=1[C:40]1[C:41]([OH:47])=[CH:42][CH:43]=[C:38]([F:37])[CH:39]=1. The yield is 0.830.